This data is from Forward reaction prediction with 1.9M reactions from USPTO patents (1976-2016). The task is: Predict the product of the given reaction. (1) Given the reactants [CH:1]([C:3]1[C:4]([C:9]([O:11]C)=[O:10])=[N:5][CH:6]=[CH:7][CH:8]=1)=[CH2:2].CO.C(=O)([O-])[O-].[K+].[K+].Cl, predict the reaction product. The product is: [CH:1]([C:3]1[C:4]([C:9]([OH:11])=[O:10])=[N:5][CH:6]=[CH:7][CH:8]=1)=[CH2:2]. (2) Given the reactants [OH:1][C@H:2]([CH2:21][NH:22][C:23]([CH3:36])([CH3:35])[CH2:24][C:25]1[CH:34]=[CH:33][C:32]2[C:27](=[CH:28][CH:29]=[CH:30][CH:31]=2)[CH:26]=1)[CH2:3][O:4][CH:5]([C:7]1[CH:12]=[CH:11][CH:10]=[CH:9][C:8]=1[C:13]1[CH:18]=[CH:17][C:16]([C:19]#[N:20])=[CH:15][CH:14]=1)[CH3:6].[Cl-].[NH4+].[N-:39]=[N+:40]=[N-:41].[Na+].O, predict the reaction product. The product is: [CH3:36][C:23]([NH:22][CH2:21][C@@H:2]([OH:1])[CH2:3][O:4][CH:5]([C:7]1[CH:12]=[CH:11][CH:10]=[CH:9][C:8]=1[C:13]1[CH:14]=[CH:15][C:16]([C:19]2[NH:41][N:40]=[N:39][N:20]=2)=[CH:17][CH:18]=1)[CH3:6])([CH3:35])[CH2:24][C:25]1[CH:34]=[CH:33][C:32]2[C:27](=[CH:28][CH:29]=[CH:30][CH:31]=2)[CH:26]=1.